From a dataset of Full USPTO retrosynthesis dataset with 1.9M reactions from patents (1976-2016). Predict the reactants needed to synthesize the given product. (1) Given the product [CH3:25][O:24][C:22](=[O:23])[C:21]([NH2:26])([C:7]([C:3]1[CH:4]=[N:5][CH:6]=[CH:1][CH:2]=1)=[O:9])[CH2:20][CH:18]([CH3:19])[CH3:17], predict the reactants needed to synthesize it. The reactants are: [CH:1]1[CH:6]=[N:5][CH:4]=[C:3]([C:7]([OH:9])=O)[CH:2]=1.CN1CCOCC1.[CH3:17][CH:18]([CH2:20][C@H:21]([NH2:26])[C:22]([O:24][CH3:25])=[O:23])[CH3:19].Cl. (2) Given the product [Br:13][C:14]1[N:23]([CH2:24][O:25][CH2:26][CH2:27][Si:28]([CH3:31])([CH3:30])[CH3:29])[C:17]2[CH:18]=[N:19][NH:20][C:21](=[O:22])[C:16]=2[C:15]=1[CH2:32][O:10][CH2:9][CH:6]1[CH2:8][CH2:7]1, predict the reactants needed to synthesize it. The reactants are: O1CCCC1.[CH:6]1([CH2:9][OH:10])[CH2:8][CH2:7]1.[H-].[Na+].[Br:13][C:14]1[N:23]([CH2:24][O:25][CH2:26][CH2:27][Si:28]([CH3:31])([CH3:30])[CH3:29])[C:17]2[CH:18]=[N:19][NH:20][C:21](=[O:22])[C:16]=2[C:15]=1[CH2:32]Br. (3) Given the product [CH3:1][C:2]1[N:7]=[C:6]([NH:8][S:35]([C:32]2[S:31][C:30]3[CH:39]=[CH:40][C:27]([Br:26])=[CH:28][C:29]=3[C:33]=2[CH3:34])(=[O:37])=[O:36])[CH:5]=[CH:4][CH:3]=1, predict the reactants needed to synthesize it. The reactants are: [CH3:1][C:2]1[N:7]=[C:6]([NH:8]S(C2C=CC(C3C=CC(C#N)=CC=3)=CC=2)(=O)=O)[CH:5]=[CH:4][CH:3]=1.[Br:26][C:27]1[CH:40]=[CH:39][C:30]2[S:31][C:32]([S:35](Cl)(=[O:37])=[O:36])=[C:33]([CH3:34])[C:29]=2[CH:28]=1. (4) Given the product [F:5][C:6]1[CH:21]=[CH:20][C:9]([CH2:10][O:11][C:12]2[CH:13]=[CH:14][C:15](/[CH:18]=[CH:25]/[N+:22]([O-:24])=[O:23])=[CH:16][N:17]=2)=[CH:8][CH:7]=1, predict the reactants needed to synthesize it. The reactants are: C(O)(=O)C.[F:5][C:6]1[CH:21]=[CH:20][C:9]([CH2:10][O:11][C:12]2[N:17]=[CH:16][C:15]([CH:18]=O)=[CH:14][CH:13]=2)=[CH:8][CH:7]=1.[N+:22]([CH3:25])([O-:24])=[O:23].C([O-])(=O)C.[NH4+]. (5) The reactants are: [OH:1][N:2]=[C:3]([C:6]1[S:7][CH:8]=[CH:9][CH:10]=1)[C:4]#[N:5].[CH2:11]([S:19](Cl)(=[O:21])=[O:20])[CH2:12][CH2:13][CH2:14][CH2:15][CH2:16][CH2:17][CH3:18]. Given the product [CH2:11]([S:19]([O:1][N:2]=[C:3]([C:6]1[S:7][CH:8]=[CH:9][CH:10]=1)[C:4]#[N:5])(=[O:21])=[O:20])[CH2:12][CH2:13][CH2:14][CH2:15][CH2:16][CH2:17][CH3:18], predict the reactants needed to synthesize it.